From a dataset of Tyrosyl-DNA phosphodiesterase HTS with 341,365 compounds. Binary Classification. Given a drug SMILES string, predict its activity (active/inactive) in a high-throughput screening assay against a specified biological target. (1) The compound is Fc1cc(CN2CC(N(CC2)CC(C)C)CCO)c(n2nccc2)cc1. The result is 0 (inactive). (2) The drug is s1c2nc3n(CCCC3)c(=O)c2c(c1C(=O)Nc1c(cccc1)C(OCC)=O)C. The result is 0 (inactive). (3) The molecule is S(=O)(=O)(N1CCC(CC1)C(=O)NCCN(CC)c1ccccc1)c1c2ncccc2ccc1. The result is 0 (inactive).